This data is from Peptide-MHC class I binding affinity with 185,985 pairs from IEDB/IMGT. The task is: Regression. Given a peptide amino acid sequence and an MHC pseudo amino acid sequence, predict their binding affinity value. This is MHC class I binding data. (1) The peptide sequence is GLFVYLIRY. The MHC is HLA-A02:01 with pseudo-sequence HLA-A02:01. The binding affinity (normalized) is 0.0847. (2) The peptide sequence is STYGISEDL. The MHC is HLA-B58:01 with pseudo-sequence HLA-B58:01. The binding affinity (normalized) is 0.0847.